This data is from Full USPTO retrosynthesis dataset with 1.9M reactions from patents (1976-2016). The task is: Predict the reactants needed to synthesize the given product. (1) Given the product [CH3:27][O:28][C:29](=[O:39])[CH2:30][C:31]1[CH:32]=[C:33]([C:9]2[CH:10]=[CH:11][C:12]([C:14]([F:15])([F:16])[F:17])=[CH:13][C:8]=2[CH2:7][N:3]([C:4](=[O:6])[CH3:5])[CH2:1][CH3:2])[CH:34]=[C:35]([Cl:37])[CH:36]=1, predict the reactants needed to synthesize it. The reactants are: [CH2:1]([N:3]([CH2:7][C:8]1[CH:13]=[C:12]([C:14]([F:17])([F:16])[F:15])[CH:11]=[CH:10][C:9]=1B1OC(C)(C)C(C)(C)O1)[C:4](=[O:6])[CH3:5])[CH3:2].[CH3:27][O:28][C:29](=[O:39])[CH2:30][C:31]1[CH:36]=[C:35]([Cl:37])[CH:34]=[C:33](Br)[CH:32]=1. (2) Given the product [F:1][C:2]1[CH:3]=[C:4]([NH:28][C:29]([C:31]2[C:32](=[O:44])[N:33]([C:37]3[CH:42]=[CH:41][C:40]([F:43])=[CH:39][CH:38]=3)[N:34]=[CH:35][CH:36]=2)=[O:30])[CH:5]=[CH:6][C:7]=1[O:8][C:9]1[CH:14]=[CH:13][N:12]=[C:11]2[N:15]([CH2:19][C:20]3[CH:25]=[CH:24][C:23]([O:26][CH3:27])=[CH:22][CH:21]=3)[N:16]=[C:17]([C:56]3[CH:55]=[CH:54][C:53]([C:51]([N:45]4[CH2:50][CH2:49][O:48][CH2:47][CH2:46]4)=[O:52])=[CH:58][CH:57]=3)[C:10]=12, predict the reactants needed to synthesize it. The reactants are: [F:1][C:2]1[CH:3]=[C:4]([NH:28][C:29]([C:31]2[C:32](=[O:44])[N:33]([C:37]3[CH:42]=[CH:41][C:40]([F:43])=[CH:39][CH:38]=3)[N:34]=[CH:35][CH:36]=2)=[O:30])[CH:5]=[CH:6][C:7]=1[O:8][C:9]1[CH:14]=[CH:13][N:12]=[C:11]2[N:15]([CH2:19][C:20]3[CH:25]=[CH:24][C:23]([O:26][CH3:27])=[CH:22][CH:21]=3)[N:16]=[C:17](I)[C:10]=12.[N:45]1([C:51]([C:53]2[CH:58]=[CH:57][C:56](B(O)O)=[CH:55][CH:54]=2)=[O:52])[CH2:50][CH2:49][O:48][CH2:47][CH2:46]1.C([O-])([O-])=O.[Na+].[Na+]. (3) Given the product [CH:1]1([NH:4][S:5]([C:8]2[CH:9]=[N:10][N:11]3[C:16]([NH:17][C:18]4[CH:23]=[CH:22][C:21]([F:24])=[CH:20][C:19]=4[CH3:25])=[C:15]([C:26]([N:42]4[CH2:43][CH2:44][CH:39]([C:36]5[CH:35]=[CH:34][C:33]([F:32])=[CH:38][CH:37]=5)[CH2:40][CH2:41]4)=[O:27])[CH:14]=[N:13][C:12]=23)(=[O:7])=[O:6])[CH2:2][CH2:3]1, predict the reactants needed to synthesize it. The reactants are: [CH:1]1([NH:4][S:5]([C:8]2[CH:9]=[N:10][N:11]3[C:16]([NH:17][C:18]4[CH:23]=[CH:22][C:21]([F:24])=[CH:20][C:19]=4[CH3:25])=[C:15]([C:26](OCC)=[O:27])[CH:14]=[N:13][C:12]=23)(=[O:7])=[O:6])[CH2:3][CH2:2]1.Cl.[F:32][C:33]1[CH:38]=[CH:37][C:36]([CH:39]2[CH2:44][CH2:43][NH:42][CH2:41][CH2:40]2)=[CH:35][CH:34]=1. (4) Given the product [CH2:24]([C:10]1[C:9](=[O:11])[C:8]2[CH:19]=[CH:18][C:17]3[C:20]([C:7]=2[C:6](=[O:12])[C:5]=1[OH:4])=[CH:21][C:14]([Cl:13])=[CH:15][CH:16]=3)[CH:22]=[CH2:23], predict the reactants needed to synthesize it. The reactants are: C([O:4][C:5]1[C:6](=[O:12])[CH:7]=[CH:8][C:9](=[O:11])[CH:10]=1)C=C.[Cl:13][C:14]1[CH:21]=[CH:20][C:17]([CH:18]=[CH2:19])=[CH:16][CH:15]=1.[CH:22](O)([CH3:24])[CH3:23]. (5) Given the product [CH3:1][O:2][C:3]1[CH:12]=[C:11]2[C:6]([CH:7]=[C:8]([C:28]3[CH:33]=[CH:32][N:31]=[C:30]([NH:34][CH3:35])[N:29]=3)[CH:9]=[C:10]2[NH:13][CH2:14][CH2:15][CH2:16][NH2:17])=[CH:5][CH:4]=1, predict the reactants needed to synthesize it. The reactants are: [CH3:1][O:2][C:3]1[CH:12]=[C:11]2[C:6]([CH:7]=[C:8]([C:28]3[CH:33]=[CH:32][N:31]=[C:30]([NH:34][CH3:35])[N:29]=3)[CH:9]=[C:10]2[NH:13][CH2:14][CH2:15][CH2:16][N:17]2C(=O)C3C(=CC=CC=3)C2=O)=[CH:5][CH:4]=1.O.NN. (6) Given the product [C:17]([C:19]1[CH:20]=[C:21]([NH:22][C:9]2[C:4]3[CH:3]=[C:2]([F:1])[N:12]=[CH:11][C:5]=3[N:6]=[CH:7][N:8]=2)[CH:23]=[CH:24][C:25]=1[F:26])#[CH:18], predict the reactants needed to synthesize it. The reactants are: [F:1][C:2]1[N:12]=[CH:11][C:5]2[NH:6][C:7](=O)[N:8]=[CH:9][C:4]=2[CH:3]=1.S(Cl)(Cl)=O.[C:17]([C:19]1[CH:20]=[C:21]([CH:23]=[CH:24][C:25]=1[F:26])[NH2:22])#[CH:18].